Task: Predict the reactants needed to synthesize the given product.. Dataset: Full USPTO retrosynthesis dataset with 1.9M reactions from patents (1976-2016) (1) The reactants are: [CH3:1][S:2]([NH:5][C:6]1[CH:27]=[CH:26][C:9]([C:10]([NH:12][C:13]2[CH:18]=[CH:17][C:16]([O:19]C)=[C:15]([NH:21][S:22]([CH3:25])(=[O:24])=[O:23])[CH:14]=2)=[O:11])=[CH:8][C:7]=1[O:28]C)(=[O:4])=[O:3].B(Br)(Br)Br.CO. Given the product [OH:28][C:7]1[CH:8]=[C:9]([CH:26]=[CH:27][C:6]=1[NH:5][S:2]([CH3:1])(=[O:3])=[O:4])[C:10]([NH:12][C:13]1[CH:18]=[CH:17][C:16]([OH:19])=[C:15]([NH:21][S:22]([CH3:25])(=[O:23])=[O:24])[CH:14]=1)=[O:11], predict the reactants needed to synthesize it. (2) Given the product [C:42]([O:41][CH2:40][C@@H:30]1[C:31]([O:36][C:37](=[O:39])[CH3:38])([CH3:35])[C@:32]([F:34])([CH3:33])[CH:28]([N:6]2[CH:5]=[N:4][C:3]3[C:7]2=[N:8][C:9]([NH2:11])=[N:10][C:2]=3[Cl:1])[O:29]1)(=[O:49])[C:43]1[CH:44]=[CH:45][CH:46]=[CH:47][CH:48]=1, predict the reactants needed to synthesize it. The reactants are: [Cl:1][C:2]1[N:10]=[C:9]([NH2:11])[N:8]=[C:7]2[C:3]=1[N:4]=[CH:5][NH:6]2.C/C(/O[Si](C)(C)C)=N\[Si](C)(C)C.C(O[C@@H:28]1[C:32]([F:34])([CH3:33])[C@@:31]([O:36][C:37](=[O:39])[CH3:38])([CH3:35])[CH:30]([CH2:40][O:41][C:42](=[O:49])[C:43]2[CH:48]=[CH:47][CH:46]=[CH:45][CH:44]=2)[O:29]1)(=O)C.Cl[Sn](Cl)(Cl)Cl.C(=O)(O)[O-].[Na+]. (3) Given the product [N:7]1([C:13]2[CH:14]=[C:15]([CH2:16][OH:17])[CH:20]=[CH:21][N:22]=2)[CH2:8][CH2:9][CH2:10][CH2:11][CH2:12]1, predict the reactants needed to synthesize it. The reactants are: [H-].[H-].[H-].[H-].[Li+].[Al+3].[N:7]1([C:13]2[CH:14]=[C:15]([CH:20]=[CH:21][N:22]=2)[C:16](OC)=[O:17])[CH2:12][CH2:11][CH2:10][CH2:9][CH2:8]1.